From a dataset of NCI-60 drug combinations with 297,098 pairs across 59 cell lines. Regression. Given two drug SMILES strings and cell line genomic features, predict the synergy score measuring deviation from expected non-interaction effect. Drug 1: C1=CC(=CC=C1CCCC(=O)O)N(CCCl)CCCl. Drug 2: CC(C)(C#N)C1=CC(=CC(=C1)CN2C=NC=N2)C(C)(C)C#N. Cell line: ACHN. Synergy scores: CSS=28.0, Synergy_ZIP=-3.85, Synergy_Bliss=-9.03, Synergy_Loewe=-9.56, Synergy_HSA=-8.54.